Task: Predict which catalyst facilitates the given reaction.. Dataset: Catalyst prediction with 721,799 reactions and 888 catalyst types from USPTO (1) Product: [Cl:16][C:17]1[CH:24]=[CH:23][C:20]([C:21](=[NH:22])[NH:9][C:8]2[CH:10]=[CH:11][C:5]([S:2]([CH3:1])(=[O:3])=[O:4])=[CH:6][CH:7]=2)=[CH:19][CH:18]=1. The catalyst class is: 648. Reactant: [CH3:1][S:2]([C:5]1[CH:11]=[CH:10][C:8]([NH2:9])=[CH:7][CH:6]=1)(=[O:4])=[O:3].C[Al](C)C.[Cl:16][C:17]1[CH:24]=[CH:23][C:20]([C:21]#[N:22])=[CH:19][CH:18]=1. (2) Reactant: [N-:1]([S:9]([C:12]([F:15])([F:14])[F:13])(=[O:11])=[O:10])[S:2]([C:5]([F:8])([F:7])[F:6])(=[O:4])=[O:3].[Li+].[I-].[CH2:18]([N+:22]1([CH3:29])[CH2:28][CH2:27][CH2:26][CH2:25][CH2:24][CH2:23]1)[CH2:19][CH2:20][CH3:21]. Product: [N-:1]([S:2]([C:5]([F:8])([F:6])[F:7])(=[O:4])=[O:3])[S:9]([C:12]([F:15])([F:14])[F:13])(=[O:11])=[O:10].[CH2:18]([N+:22]1([CH3:29])[CH2:28][CH2:27][CH2:26][CH2:25][CH2:24][CH2:23]1)[CH2:19][CH2:20][CH3:21]. The catalyst class is: 6.